Predict which catalyst facilitates the given reaction. From a dataset of Catalyst prediction with 721,799 reactions and 888 catalyst types from USPTO. (1) Reactant: [NH2:1][C@H:2]([C:27]1[CH:32]=[CH:31][C:30]([O:33][CH2:34][CH2:35][N:36]2[CH2:41][CH2:40][O:39][CH2:38][CH2:37]2)=[CH:29][CH:28]=1)[C:3]([NH:5][C@@H:6]([C@H:19]([C:21]1[CH:26]=[CH:25][CH:24]=[CH:23][CH:22]=1)[CH3:20])[C:7]([NH:9][C:10]1[S:11][CH:12]=[C:13]([C:15](=[O:18])[CH2:16][CH3:17])[N:14]=1)=[O:8])=[O:4].C(N(C(C)C)CC)(C)C.[O:51]=[C:52](Cl)OC(Cl)(Cl)Cl. Product: [N:36]1([CH2:35][CH2:34][O:33][C:30]2[CH:31]=[CH:32][C:27]([CH:2]3[C:3](=[O:4])[N:5]([C@@H:6]([C@H:19]([C:21]4[CH:26]=[CH:25][CH:24]=[CH:23][CH:22]=4)[CH3:20])[C:7]([NH:9][C:10]4[S:11][CH:12]=[C:13]([C:15](=[O:18])[CH2:16][CH3:17])[N:14]=4)=[O:8])[C:52](=[O:51])[NH:1]3)=[CH:28][CH:29]=2)[CH2:41][CH2:40][O:39][CH2:38][CH2:37]1. The catalyst class is: 7. (2) Reactant: [CH:1]([O:4][C:5](=[O:15])[C@@H:6]([CH2:8][C:9]([O:11][CH:12]([CH3:14])[CH3:13])=[O:10])[OH:7])([CH3:3])[CH3:2].[CH3:16][Si]([N-][Si](C)(C)C)(C)C.[Li+].IC.[NH4+].[Cl-]. Product: [CH3:16][C@H:8]([C@H:6]([OH:7])[C:5]([O:4][CH:1]([CH3:2])[CH3:3])=[O:15])[C:9]([O:11][CH:12]([CH3:14])[CH3:13])=[O:10]. The catalyst class is: 20. (3) Reactant: [CH2:1]([C:5]1[CH:10]=[C:9]([F:11])[CH:8]=[CH:7][C:6]=1[CH2:12][OH:13])[CH2:2][CH:3]=[CH2:4].[CH2:14]([O:17][C:18]1([CH3:47])[CH2:23][CH2:22][N:21]([C:24]2[N:29]3[N:30]=[C:31]([CH2:33]I)[CH:32]=[C:28]3[N:27]=[C:26]([CH3:35])[C:25]=2[C@H:36]([O:42][C:43]([CH3:46])([CH3:45])[CH3:44])[C:37]([O:39][CH2:40][CH3:41])=[O:38])[CH2:20][CH2:19]1)[CH:15]=[CH2:16].[H-].[Na+]. Product: [CH2:14]([O:17][C:18]1([CH3:47])[CH2:19][CH2:20][N:21]([C:24]2[N:29]3[N:30]=[C:31]([CH2:33][O:13][CH2:12][C:6]4[CH:7]=[CH:8][C:9]([F:11])=[CH:10][C:5]=4[CH2:1][CH2:2][CH:3]=[CH2:4])[CH:32]=[C:28]3[N:27]=[C:26]([CH3:35])[C:25]=2[C@H:36]([O:42][C:43]([CH3:46])([CH3:45])[CH3:44])[C:37]([O:39][CH2:40][CH3:41])=[O:38])[CH2:22][CH2:23]1)[CH:15]=[CH2:16]. The catalyst class is: 3.